This data is from Retrosynthesis with 50K atom-mapped reactions and 10 reaction types from USPTO. The task is: Predict the reactants needed to synthesize the given product. (1) Given the product Cc1c(C)n(CC=CCl)c2c(OCc3ccc(F)cc3)nncc12, predict the reactants needed to synthesize it. The reactants are: Cc1[nH]c2c(OCc3ccc(F)cc3)nncc2c1C.ClC=CCCl. (2) The reactants are: COC(=O)CCC#CCCC(=O)c1ccco1. Given the product COC(=O)CC/C=C\CCC(=O)c1ccco1, predict the reactants needed to synthesize it. (3) Given the product Cc1cccc(N)c1CNC(=S)Nc1cccc(C(F)(F)F)c1, predict the reactants needed to synthesize it. The reactants are: Cc1cccc(N)c1CN.FC(F)(F)c1cccc(N=C=S)c1. (4) Given the product CNc1cc(C#N)c(F)cc1N, predict the reactants needed to synthesize it. The reactants are: CNc1cc(C#N)c(F)cc1[N+](=O)[O-]. (5) Given the product CC[C@H](NC(=O)c1c(N2CCC[C@H]2CO)c(-c2ccccc2)nc2ccccc12)c1ccccc1, predict the reactants needed to synthesize it. The reactants are: CC[C@H](NC(=O)c1c(N2CCC[C@H]2C(=O)OC)c(-c2ccccc2)nc2ccccc12)c1ccccc1.